Dataset: Forward reaction prediction with 1.9M reactions from USPTO patents (1976-2016). Task: Predict the product of the given reaction. (1) Given the reactants [F:1][C:2]1[CH:7]=[CH:6][C:5]([C:8]2[CH:16]=[C:15]3[C:11]([CH2:12][C:13](=[O:17])[NH:14]3)=[CH:10][CH:9]=2)=[CH:4][CH:3]=1.[CH2:18]([O:20][C:21]([C:23]1[C:27]([CH2:28][CH2:29][C:30]([OH:32])=[O:31])=[C:26]([CH:33]=O)[NH:25][C:24]=1[CH3:35])=[O:22])[CH3:19].C(CCC1C(C(OCC)=O)=C(C)NC=1)(O)=O, predict the reaction product. The product is: [CH2:18]([O:20][C:21]([C:23]1[C:27]([CH2:28][CH2:29][C:30]([OH:32])=[O:31])=[C:26]([CH:33]=[C:12]2[C:11]3[C:15](=[CH:16][C:8]([C:5]4[CH:4]=[CH:3][C:2]([F:1])=[CH:7][CH:6]=4)=[CH:9][CH:10]=3)[NH:14][C:13]2=[O:17])[NH:25][C:24]=1[CH3:35])=[O:22])[CH3:19]. (2) Given the reactants [C:1]1([C:22]2[CH:27]=[CH:26][CH:25]=[CH:24][CH:23]=2)[CH:6]=[CH:5][C:4]([C:7]2[N:8]=[C:9]([CH2:12][CH2:13][NH:14]C(=O)OC(C)(C)C)[NH:10][CH:11]=2)=[CH:3][CH:2]=1.C(OCC)(=O)C, predict the reaction product. The product is: [C:1]1([C:22]2[CH:23]=[CH:24][CH:25]=[CH:26][CH:27]=2)[CH:6]=[CH:5][C:4]([C:7]2[N:8]=[C:9]([CH2:12][CH2:13][NH2:14])[NH:10][CH:11]=2)=[CH:3][CH:2]=1.